This data is from Reaction yield outcomes from USPTO patents with 853,638 reactions. The task is: Predict the reaction yield, written as a fraction of the theoretical maximum amount of product (1.0 means a 100% yield; for example, 0.34 means a 34% yield). (1) The reactants are [Cl:1][C:2]1[N:7]=[C:6](Cl)[C:5]([C:9]([O:11][CH3:12])=[O:10])=[C:4]([CH3:13])[N:3]=1.[NH2:14][C:15]1[CH:20]=[CH:19][CH:18]=[C:17]([CH3:21])[CH:16]=1.C(N(C(C)C)C(C)C)C. The catalyst is CC#N.CCOC(C)=O. The product is [Cl:1][C:2]1[N:3]=[C:4]([CH3:13])[C:5]([C:9]([O:11][CH3:12])=[O:10])=[C:6]([NH:14][C:15]2[CH:16]=[C:17]([CH3:21])[CH:18]=[CH:19][CH:20]=2)[N:7]=1. The yield is 0.970. (2) The reactants are [Cl:1][C:2]1[C:3]([NH:12][S:13]([C:16]2[CH:25]=[CH:24][C:19]([C:20]([O:22][CH3:23])=[O:21])=[CH:18][CH:17]=2)(=[O:15])=[O:14])=[N:4][CH:5]=[C:6]([C:8]([F:11])([F:10])[F:9])[CH:7]=1.C([O-])([O-])=O.[K+].[K+].[CH2:32](Br)[C:33]1[CH:38]=[CH:37][CH:36]=[CH:35][CH:34]=1. The catalyst is CN(C=O)C. The product is [CH2:32]([N:12]([C:3]1[C:2]([Cl:1])=[CH:7][C:6]([C:8]([F:11])([F:9])[F:10])=[CH:5][N:4]=1)[S:13]([C:16]1[CH:25]=[CH:24][C:19]([C:20]([O:22][CH3:23])=[O:21])=[CH:18][CH:17]=1)(=[O:15])=[O:14])[C:33]1[CH:38]=[CH:37][CH:36]=[CH:35][CH:34]=1. The yield is 0.460.